Dataset: Catalyst prediction with 721,799 reactions and 888 catalyst types from USPTO. Task: Predict which catalyst facilitates the given reaction. Product: [N:1]1[C:10]2[C:5](=[CH:6][C:7]([CH2:11][OH:12])=[CH:8][CH:9]=2)[CH:4]=[CH:3][CH:2]=1. Reactant: [N:1]1[C:10]2[C:5](=[CH:6][C:7]([C:11](OC)=[O:12])=[CH:8][CH:9]=2)[CH:4]=[CH:3][CH:2]=1.[H-].[H-].[H-].[H-].[Li+].[Al+3].O.[OH-].[Na+]. The catalyst class is: 1.